Dataset: Forward reaction prediction with 1.9M reactions from USPTO patents (1976-2016). Task: Predict the product of the given reaction. Given the reactants CN(C)/N=[C:4](\[C:24]([F:27])([F:26])[F:25])/[CH2:5][C:6]([NH:17][S@@:18]([C:20]([CH3:23])([CH3:22])[CH3:21])=[O:19])([C:9]1[CH:14]=[CH:13][CH:12]=[C:11]([CH3:15])[C:10]=1[F:16])[CH2:7][F:8].Cl.C([O:32]CC)C, predict the reaction product. The product is: [CH3:21][C:20]([S@:18]([NH:17][C@:6]([C:9]1[CH:14]=[CH:13][CH:12]=[C:11]([CH3:15])[C:10]=1[F:16])([CH2:5][C:4](=[O:32])[C:24]([F:27])([F:26])[F:25])[CH2:7][F:8])=[O:19])([CH3:23])[CH3:22].